This data is from Peptide-MHC class II binding affinity with 134,281 pairs from IEDB. The task is: Regression. Given a peptide amino acid sequence and an MHC pseudo amino acid sequence, predict their binding affinity value. This is MHC class II binding data. The peptide sequence is WYILSIGAQTDFLSVFFSGY. The MHC is DRB1_1101 with pseudo-sequence DRB1_1101. The binding affinity (normalized) is 0.473.